Dataset: Forward reaction prediction with 1.9M reactions from USPTO patents (1976-2016). Task: Predict the product of the given reaction. (1) Given the reactants [CH3:1][O:2][C:3]1(O)[C:11]([OH:13])(O)[CH:10]=[CH:9][C:5]([CH2:6][CH2:7][NH2:8])=[CH:4]1.[CH:15]1[N:20]=[C:19](Cl)[C:18]2[N:22]=[CH:23][N:24]([C@@H:25]3[O:29][C@H:28]([CH2:30][OH:31])[C@@H:27]([OH:32])[C@H:26]3[OH:33])[C:17]=2[N:16]=1.C(N(CC)CC)C, predict the reaction product. The product is: [CH3:1][O:2][C:3]1[CH:4]=[C:5]([CH2:6][CH2:7][NH:8][C:19]2[C:18]3[N:22]=[CH:23][N:24]([C:17]=3[N:16]=[CH:15][N:20]=2)[C@@H:25]2[O:29][C@H:28]([CH2:30][OH:31])[C@@H:27]([OH:32])[C@H:26]2[OH:33])[CH:9]=[CH:10][C:11]=1[OH:13]. (2) Given the reactants [OH:1][C:2]1[CH:7]=[CH:6][C:5]([CH3:8])=[CH:4][C:3]=1[C:9](=[O:11])[CH3:10].[CH2:12]=[O:13].Cl.[CH3:15]O, predict the reaction product. The product is: [OH:1][C:2]1[C:7]([CH2:12][O:13][CH3:15])=[CH:6][C:5]([CH3:8])=[CH:4][C:3]=1[C:9](=[O:11])[CH3:10]. (3) Given the reactants [Cl:1][C:2]1[CH:28]=[CH:27][C:5]([C:6]([N:8]2[CH2:12][CH2:11][C@@H:10]([NH:13][C:14]3[CH:19]=[CH:18][C:17](/[CH:20]=[CH:21]/[C:22]([O:24]CC)=[O:23])=[CH:16][CH:15]=3)[CH2:9]2)=[O:7])=[CH:4][CH:3]=1.[OH-].[Na+], predict the reaction product. The product is: [Cl:1][C:2]1[CH:28]=[CH:27][C:5]([C:6]([N:8]2[CH2:12][CH2:11][C@@H:10]([NH:13][C:14]3[CH:19]=[CH:18][C:17](/[CH:20]=[CH:21]/[C:22]([OH:24])=[O:23])=[CH:16][CH:15]=3)[CH2:9]2)=[O:7])=[CH:4][CH:3]=1.